From a dataset of Forward reaction prediction with 1.9M reactions from USPTO patents (1976-2016). Predict the product of the given reaction. (1) Given the reactants [F:1][C:2]1[CH:7]=[CH:6][C:5]([CH:8]=[CH:9][CH2:10][CH2:11][CH2:12][CH2:13][CH2:14][C:15]([OH:17])=[O:16])=[CH:4][C:3]=1[CH3:18], predict the reaction product. The product is: [F:1][C:2]1[CH:7]=[CH:6][C:5]([CH2:8][CH2:9][CH2:10][CH2:11][CH2:12][CH2:13][CH2:14][C:15]([OH:17])=[O:16])=[CH:4][C:3]=1[CH3:18]. (2) Given the reactants C(=O)([O-])[O-].[K+].[K+].[C:7]([C:11]1[CH:16]=[CH:15][C:14]([OH:17])=[CH:13][C:12]=1[Cl:18])([CH3:10])([CH3:9])[CH3:8].Br[CH2:20][C:21]([O:23][C:24]([CH3:27])([CH3:26])[CH3:25])=[O:22], predict the reaction product. The product is: [C:7]([C:11]1[CH:16]=[CH:15][C:14]([O:17][CH2:20][C:21]([O:23][C:24]([CH3:27])([CH3:26])[CH3:25])=[O:22])=[CH:13][C:12]=1[Cl:18])([CH3:10])([CH3:8])[CH3:9]. (3) Given the reactants C([O:3][C:4]([C:6]1[C:7]([NH:18][CH:19]([C:30]([OH:32])=[O:31])[CH2:20][C:21]2[C:29]3[C:24](=[CH:25][CH:26]=[CH:27][CH:28]=3)[NH:23][CH:22]=2)=[N:8][C:9]2[C:14]([CH:15]=1)=[CH:13][C:12]([Cl:16])=[CH:11][C:10]=2[CH3:17])=[O:5])C.[OH-].[Na+], predict the reaction product. The product is: [C:30]([CH:19]([NH:18][C:7]1[C:6]([C:4]([OH:5])=[O:3])=[CH:15][C:14]2[C:9](=[C:10]([CH3:17])[CH:11]=[C:12]([Cl:16])[CH:13]=2)[N:8]=1)[CH2:20][C:21]1[C:29]2[C:24](=[CH:25][CH:26]=[CH:27][CH:28]=2)[NH:23][CH:22]=1)([OH:32])=[O:31]. (4) Given the reactants [N:1]([C:4]1[N:8]([C:9]2[CH:14]=[CH:13][CH:12]=[CH:11][CH:10]=2)[NH:7][C:6](=[O:15])[C:5]=1[CH3:16])=[C:2]=[O:3].[CH:17]1([C:21]2[CH:26]=[CH:25][C:24]([CH2:27][O:28][CH3:29])=[CH:23][C:22]=2[CH2:30][NH2:31])[CH2:20][CH2:19][CH2:18]1, predict the reaction product. The product is: [CH:17]1([C:21]2[CH:26]=[CH:25][C:24]([CH2:27][O:28][CH3:29])=[CH:23][C:22]=2[CH2:30][NH:31][C:2]([NH:1][C:4]2[N:8]([C:9]3[CH:10]=[CH:11][CH:12]=[CH:13][CH:14]=3)[NH:7][C:6](=[O:15])[C:5]=2[CH3:16])=[O:3])[CH2:18][CH2:19][CH2:20]1. (5) Given the reactants C(N(C(C)C)CC)(C)C.Cl[C:11]([O:13][CH2:14][C:15]1[CH:20]=[CH:19][CH:18]=[CH:17][CH:16]=1)=[O:12].ClCCl.[CH3:24][S:25]([C:28]1[CH:29]=[C:30]2[C:34](=[CH:35][CH:36]=1)[N:33]([C:37]1[CH:42]=[C:41]([O:43][CH:44]3[CH2:49][CH2:48][NH:47][CH2:46][CH2:45]3)[N:40]=[CH:39][N:38]=1)[CH2:32][CH2:31]2)(=[O:27])=[O:26], predict the reaction product. The product is: [CH3:24][S:25]([C:28]1[CH:29]=[C:30]2[C:34](=[CH:35][CH:36]=1)[N:33]([C:37]1[N:38]=[CH:39][N:40]=[C:41]([O:43][CH:44]3[CH2:49][CH2:48][N:47]([C:11]([O:13][CH2:14][C:15]4[CH:20]=[CH:19][CH:18]=[CH:17][CH:16]=4)=[O:12])[CH2:46][CH2:45]3)[CH:42]=1)[CH2:32][CH2:31]2)(=[O:27])=[O:26]. (6) Given the reactants [CH2:1]([S:5][C:6]1[CH:12]=[CH:11][C:9](N)=[C:8]([N+:13]([O-:15])=[O:14])[CH:7]=1)[CH2:2][CH2:3][CH3:4].C(SC1C(N)=C([N+]([O-])=O)C=CC=1)CCC.[N+](C1C=C(S=C([O-])N(C)C)C=CC=1)([O-])=O.[OH-].[K+].[CH]Cl.C([O-])([O-])=O.[K+].[K+].C(Br)CCC, predict the reaction product. The product is: [CH2:1]([S:5][C:6]1[CH:7]=[C:8]([N+:13]([O-:15])=[O:14])[CH:9]=[CH:11][CH:12]=1)[CH2:2][CH2:3][CH3:4]. (7) Given the reactants [CH3:1][C:2]1[NH:3][C:4]2[C:9]([CH:10]=1)=[CH:8][C:7]([N+:11]([O-:13])=[O:12])=[CH:6][CH:5]=2.[CH3:14][N:15]([CH2:17][CH2:18]Cl)[CH3:16], predict the reaction product. The product is: [CH3:1][C:2]1[N:3]([CH2:18][CH2:17][N:15]([CH3:16])[CH3:14])[C:4]2[C:9]([CH:10]=1)=[CH:8][C:7]([N+:11]([O-:13])=[O:12])=[CH:6][CH:5]=2. (8) Given the reactants CCCC[N+](CCCC)(CCCC)CCCC.[F-].[Cl:19][C:20]1[CH:25]=[CH:24][CH:23]=[CH:22][C:21]=1[CH:26]([N:38]([C:55]1[C:60]2[N:61](COCC[Si](C)(C)C)[CH:62]=[N:63][C:59]=2[CH:58]=[CH:57][CH:56]=1)[C:39]([C@@H:41]1[CH2:45][CH2:44][C:43](=[O:46])[N:42]1[C:47]1[CH:52]=[C:51]([C:53]#[N:54])[CH:50]=[CH:49][N:48]=1)=[O:40])[C:27]([NH:29][CH:30]1[CH2:35][CH2:34][C:33]([F:37])([F:36])[CH2:32][CH2:31]1)=[O:28], predict the reaction product. The product is: [NH:61]1[C:60]2[C:55]([N:38]([CH:26]([C:21]3[CH:22]=[CH:23][CH:24]=[CH:25][C:20]=3[Cl:19])[C:27]([NH:29][CH:30]3[CH2:31][CH2:32][C:33]([F:36])([F:37])[CH2:34][CH2:35]3)=[O:28])[C:39]([C@@H:41]3[CH2:45][CH2:44][C:43](=[O:46])[N:42]3[C:47]3[CH:52]=[C:51]([C:53]#[N:54])[CH:50]=[CH:49][N:48]=3)=[O:40])=[CH:56][CH:57]=[CH:58][C:59]=2[N:63]=[CH:62]1.